Task: Predict the reaction yield, written as a fraction of the theoretical maximum amount of product (1.0 means a 100% yield; for example, 0.34 means a 34% yield).. Dataset: Reaction yield outcomes from USPTO patents with 853,638 reactions The reactants are [I:1]I.C1C=CC(P(C2C=CC=CC=2)C2C=CC=CC=2)=CC=1.N1C=CN=C1.O[CH:28]([C:58]1[O:59][CH:60]=[CH:61][N:62]=1)[CH2:29][C@H:30]1[CH2:41][CH2:40][C:39]2[S:38][C:37]3[N:36]=[CH:35][N:34]=[C:33]([O:42][CH:43]4[CH2:48][CH2:47][CH:46]([N:49]([CH3:57])[C:50](=[O:56])[O:51][C:52]([CH3:55])([CH3:54])[CH3:53])[CH2:45][CH2:44]4)[C:32]=3[C:31]1=2. The catalyst is ClCCl. The product is [I:1][CH:28]([C:58]1[O:59][CH:60]=[CH:61][N:62]=1)[CH2:29][C@H:30]1[CH2:41][CH2:40][C:39]2[S:38][C:37]3[N:36]=[CH:35][N:34]=[C:33]([O:42][CH:43]4[CH2:48][CH2:47][CH:46]([N:49]([CH3:57])[C:50](=[O:56])[O:51][C:52]([CH3:53])([CH3:54])[CH3:55])[CH2:45][CH2:44]4)[C:32]=3[C:31]1=2. The yield is 0.610.